Task: Regression/Classification. Given a drug SMILES string, predict its absorption, distribution, metabolism, or excretion properties. Task type varies by dataset: regression for continuous measurements (e.g., permeability, clearance, half-life) or binary classification for categorical outcomes (e.g., BBB penetration, CYP inhibition). Dataset: cyp2c19_veith.. Dataset: CYP2C19 inhibition data for predicting drug metabolism from PubChem BioAssay The drug is O=C(O)C[C@H]1OCC=C2C[N@@+]3([O-])CC[C@]45c6ccccc6N[C@@H]4[C@@H]1[C@H]2C[C@H]53. The result is 0 (non-inhibitor).